This data is from Full USPTO retrosynthesis dataset with 1.9M reactions from patents (1976-2016). The task is: Predict the reactants needed to synthesize the given product. (1) Given the product [Br:1][C:2]1[C:7]([C:8]2[C:9](=[O:25])[N:10]([CH2:23][CH3:24])[C:11]3[C:16]([CH:17]=2)=[CH:15][N:14]=[C:13]([NH:18][CH2:19][CH2:20][S:49]([CH3:37])(=[O:51])=[O:48])[CH:12]=3)=[CH:6][C:5]([NH:26][C:27]([NH:29][C:30]2[CH:35]=[CH:34][CH:33]=[CH:32][CH:31]=2)=[O:28])=[C:4]([F:36])[CH:3]=1, predict the reactants needed to synthesize it. The reactants are: [Br:1][C:2]1[C:7]([C:8]2[C:9](=[O:25])[N:10]([CH2:23][CH3:24])[C:11]3[C:16]([CH:17]=2)=[CH:15][N:14]=[C:13]([NH:18][CH2:19][CH2:20]SC)[CH:12]=3)=[CH:6][C:5]([NH:26][C:27]([NH:29][C:30]2[CH:35]=[CH:34][CH:33]=[CH:32][CH:31]=2)=[O:28])=[C:4]([F:36])[CH:3]=1.[CH:37]1C=C(Cl)C=C(C(OO)=O)C=1.[O-:48][S:49]([O-:51])=O.[Na+].[Na+]. (2) Given the product [C:1]1([C:27]2[CH:32]=[CH:31][CH:30]=[CH:29][CH:28]=2)[CH:6]=[CH:5][C:4]([C:7]([N:9]2[CH2:10][CH2:11][N:12]([C:15]3[C:16]4[CH:24]=[C:23]([CH2:25][CH3:26])[S:22][C:17]=4[N:18]=[C:19]([NH:21][C:34]([NH:33][CH2:36][C:37]([O:39][CH2:40][CH3:41])=[O:38])=[O:35])[N:20]=3)[CH2:13][CH2:14]2)=[O:8])=[CH:3][CH:2]=1, predict the reactants needed to synthesize it. The reactants are: [C:1]1([C:27]2[CH:32]=[CH:31][CH:30]=[CH:29][CH:28]=2)[CH:6]=[CH:5][C:4]([C:7]([N:9]2[CH2:14][CH2:13][N:12]([C:15]3[C:16]4[CH:24]=[C:23]([CH2:25][CH3:26])[S:22][C:17]=4[N:18]=[C:19]([NH2:21])[N:20]=3)[CH2:11][CH2:10]2)=[O:8])=[CH:3][CH:2]=1.[N:33]([CH2:36][C:37]([O:39][CH2:40][CH3:41])=[O:38])=[C:34]=[O:35]. (3) Given the product [CH3:19][NH:20][S:2]([C:5]1[CH:9]=[CH:8][S:7][C:6]=1[C:10]([O:12][CH3:13])=[O:11])(=[O:4])=[O:3], predict the reactants needed to synthesize it. The reactants are: Cl[S:2]([C:5]1[CH:9]=[CH:8][S:7][C:6]=1[C:10]([O:12][CH3:13])=[O:11])(=[O:4])=[O:3].C1COCC1.[CH3:19][NH2:20]. (4) Given the product [NH:37]1[CH:41]=[CH:40][CH:39]=[C:38]1[C:2]1[C:10]2[O:9][CH2:8][CH:7]([C:11]3[CH:12]=[CH:13][C:14]([CH:17]([CH3:19])[CH3:18])=[CH:15][CH:16]=3)[C:6]=2[C:5]([CH3:20])=[C:4]([NH:21][C:22](=[O:28])[CH2:23][C:24]([CH3:27])([CH3:25])[CH3:26])[C:3]=1[CH3:29], predict the reactants needed to synthesize it. The reactants are: Br[C:2]1[C:10]2[O:9][CH2:8][CH:7]([C:11]3[CH:16]=[CH:15][C:14]([CH:17]([CH3:19])[CH3:18])=[CH:13][CH:12]=3)[C:6]=2[C:5]([CH3:20])=[C:4]([NH:21][C:22](=[O:28])[CH2:23][C:24]([CH3:27])([CH3:26])[CH3:25])[C:3]=1[CH3:29].C(OC([N:37]1[CH:41]=[CH:40][CH:39]=[C:38]1B(O)O)=O)(C)(C)C. (5) Given the product [Cl:21][C:14]1[C:15]([O:19][CH3:20])=[CH:16][CH:17]=[C:18]2[C:13]=1[N:12]=[C:11]([C:22]1[S:23][CH:24]=[C:25]([CH3:27])[N:26]=1)[CH:10]=[C:9]2[OH:8], predict the reactants needed to synthesize it. The reactants are: COC1C=CC(C[O:8][C:9]2[C:18]3[C:13](=[C:14]([Cl:21])[C:15]([O:19][CH3:20])=[CH:16][CH:17]=3)[N:12]=[C:11]([C:22]3[S:23][CH:24]=[C:25]([CH3:27])[N:26]=3)[CH:10]=2)=CC=1.